From a dataset of Peptide-MHC class I binding affinity with 185,985 pairs from IEDB/IMGT. Regression. Given a peptide amino acid sequence and an MHC pseudo amino acid sequence, predict their binding affinity value. This is MHC class I binding data. (1) The peptide sequence is WKQWRRDNR. The MHC is Mamu-B08 with pseudo-sequence Mamu-B08. The binding affinity (normalized) is 0.419. (2) The peptide sequence is MRMGDLHLL. The MHC is HLA-B39:01 with pseudo-sequence HLA-B39:01. The binding affinity (normalized) is 0.659. (3) The peptide sequence is LVGKLNWASQIY. The MHC is HLA-A68:01 with pseudo-sequence HLA-A68:01. The binding affinity (normalized) is 0.208. (4) The binding affinity (normalized) is 0.750. The peptide sequence is RAFPTAFEF. The MHC is Mamu-B52 with pseudo-sequence Mamu-B52.